Dataset: Forward reaction prediction with 1.9M reactions from USPTO patents (1976-2016). Task: Predict the product of the given reaction. The product is: [Cl:23][C:2]1[C:3]2[C:4]3[CH2:5][CH:6]([CH2:15][C:16]([O:18][CH2:19][CH3:20])=[O:17])[CH2:7][CH2:8][C:9]=3[S:10][C:11]=2[N:12]=[CH:13][N:14]=1. Given the reactants O[C:2]1[C:3]2[C:4]3[CH2:5][CH:6]([CH2:15][C:16]([O:18][CH2:19][CH3:20])=[O:17])[CH2:7][CH2:8][C:9]=3[S:10][C:11]=2[N:12]=[CH:13][N:14]=1.O=P(Cl)(Cl)[Cl:23], predict the reaction product.